From a dataset of Reaction yield outcomes from USPTO patents with 853,638 reactions. Predict the reaction yield, written as a fraction of the theoretical maximum amount of product (1.0 means a 100% yield; for example, 0.34 means a 34% yield). (1) The reactants are CC1C=CC(C)=CC=1.[C:9]([O:12][C:13]1[CH:14]=[C:15]([CH:19]=[C:20]([O:22][C:23](=[O:25])[CH3:24])[CH:21]=1)[C:16](Cl)=O)(=[O:11])[CH3:10].[C:26]([O:29][C:30]1[CH:37]=[CH:36][C:33]([CH:34]=C)=[CH:32][CH:31]=1)(=[O:28])[CH3:27]. The catalyst is CC([O-])=O.CC([O-])=O.[Pd+2].[Cl-].C(C1C=CC=C(C(C)C)C=1[NH+]1CCN(C2C(C(C)C)=CC=CC=2C(C)C)C1)(C)C.CCOC(C)=O. The product is [C:9]([O:12][C:13]1[CH:14]=[C:15]([CH:16]=[CH:34][C:33]2[CH:36]=[CH:37][C:30]([O:29][C:26](=[O:28])[CH3:27])=[CH:31][CH:32]=2)[CH:19]=[C:20]([O:22][C:23](=[O:25])[CH3:24])[CH:21]=1)(=[O:11])[CH3:10]. The yield is 0.701. (2) The reactants are Cl[C:2]1[CH:7]=[CH:6][C:5]([N+:8]([O-:10])=[O:9])=[CH:4][C:3]=1[S:11]([NH2:14])(=[O:13])=[O:12].C(=O)([O-])[O-].[NH4+:19].[NH4+]. The catalyst is [OH-].[NH4+].S([O-])([O-])(=O)=O.[Cu+2]. The product is [NH2:19][C:2]1[CH:7]=[CH:6][C:5]([N+:8]([O-:10])=[O:9])=[CH:4][C:3]=1[S:11]([NH2:14])(=[O:13])=[O:12]. The yield is 0.365.